This data is from Catalyst prediction with 721,799 reactions and 888 catalyst types from USPTO. The task is: Predict which catalyst facilitates the given reaction. Product: [Cl:8][C:9]1[CH:18]=[C:17]2[C:12]([C:13]([NH:19][C:20]3[CH:21]=[CH:22][C:23]([F:44])=[C:24]([C@:26]4([CH3:43])[CH2:34][C:30]5([CH2:31][CH2:32][CH2:33]5)[O:29][C:28]([NH2:35])=[N:27]4)[CH:25]=3)=[N:14][CH:15]=[N:16]2)=[CH:11][CH:10]=1. Reactant: FC(F)(F)C(O)=O.[Cl:8][C:9]1[CH:18]=[C:17]2[C:12]([C:13]([NH:19][C:20]3[CH:21]=[CH:22][C:23]([F:44])=[C:24]([C@:26]4([CH3:43])[CH2:34][C:30]5([CH2:33][CH2:32][CH2:31]5)[O:29][C:28]([NH:35]C(=O)OC(C)(C)C)=[N:27]4)[CH:25]=3)=[N:14][CH:15]=[N:16]2)=[CH:11][CH:10]=1. The catalyst class is: 2.